Dataset: Reaction yield outcomes from USPTO patents with 853,638 reactions. Task: Predict the reaction yield, written as a fraction of the theoretical maximum amount of product (1.0 means a 100% yield; for example, 0.34 means a 34% yield). (1) The reactants are [NH2:1][C:2]1[N:7]=[C:6]([CH2:8][CH2:9][CH:10]2[CH2:15][CH2:14][N:13]([C:16]([O:18][C:19]([CH3:22])([CH3:21])[CH3:20])=[O:17])[CH2:12][CH2:11]2)[CH:5]=[CH:4][CH:3]=1.[C:23]([N:28]=[C:29]=[S:30])(=[O:27])[O:24][CH2:25][CH3:26]. The catalyst is O1CCOCC1. The product is [CH2:25]([O:24][C:23]([NH:28][C:29](=[S:30])[NH:1][C:2]1[N:7]=[C:6]([CH2:8][CH2:9][CH:10]2[CH2:15][CH2:14][N:13]([C:16]([O:18][C:19]([CH3:22])([CH3:21])[CH3:20])=[O:17])[CH2:12][CH2:11]2)[CH:5]=[CH:4][CH:3]=1)=[O:27])[CH3:26]. The yield is 0.990. (2) The product is [Cl:1][C:2]1[CH:7]=[CH:6][N:5]2[N:10]=[C:9]([C:12]3[CH:17]=[CH:16][C:15]([F:18])=[CH:14][CH:13]=3)[CH:8]=[C:4]2[CH:3]=1. The catalyst is COCCOC.[Fe](Cl)Cl. The yield is 0.570. The reactants are [Cl:1][C:2]1[CH:7]=[CH:6][N:5]=[C:4]([CH2:8][C:9]([C:12]2[CH:17]=[CH:16][C:15]([F:18])=[CH:14][CH:13]=2)=[N:10]O)[CH:3]=1.FC(F)(F)C(OC(=O)C(F)(F)F)=O.C(N(CC)CC)C.O. (3) The reactants are N([O-])=O.[Na+].N[C:6]1[N:7]([C:17]2[C:26]3[C:21](=[CH:22][CH:23]=[CH:24][CH:25]=3)[C:20]([CH:27]3[CH2:29][CH2:28]3)=[CH:19][CH:18]=2)[C:8]([S:11][CH2:12][C:13]([O:15][CH3:16])=[O:14])=[N:9][N:10]=1.ClC(Cl)C(O)=O.ClCCl.C(Br)(Br)[Br:40]. The catalyst is [Cl-].C([N+](CC)(CC)CC)C1C=CC=CC=1. The product is [Br:40][C:6]1[N:7]([C:17]2[C:26]3[C:21](=[CH:22][CH:23]=[CH:24][CH:25]=3)[C:20]([CH:27]3[CH2:29][CH2:28]3)=[CH:19][CH:18]=2)[C:8]([S:11][CH2:12][C:13]([O:15][CH3:16])=[O:14])=[N:9][N:10]=1. The yield is 0.850. (4) The reactants are [NH:1]1[CH2:6][CH2:5][NH:4][CH2:3][CH:2]1[C:7]([O:9][CH2:10][CH3:11])=[O:8].[C:12](O[C:12]([O:14][C:15]([CH3:18])([CH3:17])[CH3:16])=[O:13])([O:14][C:15]([CH3:18])([CH3:17])[CH3:16])=[O:13]. The catalyst is C(Cl)(Cl)Cl.CN(C)C1C=CN=CC=1. The product is [CH2:10]([O:9][C:7]([CH:2]1[NH:1][CH2:6][CH2:5][N:4]([C:12]([O:14][C:15]([CH3:18])([CH3:17])[CH3:16])=[O:13])[CH2:3]1)=[O:8])[CH3:11]. The yield is 1.00.